This data is from Forward reaction prediction with 1.9M reactions from USPTO patents (1976-2016). The task is: Predict the product of the given reaction. (1) Given the reactants [Cl:1][C:2]1[CH:7]=[CH:6][C:5]([OH:8])=[CH:4][C:3]=1[CH:9]([CH3:28])[C:10]([C:16]1[CH:17]=[CH:18][C:19]2[O:24][CH2:23][C:22](=[O:25])[N:21]([CH3:26])[C:20]=2[CH:27]=1)([OH:15])[C:11]([F:14])([F:13])[F:12].[Cl:29][C:30]1[CH:35]=[CH:34][C:33](B(O)O)=[CH:32][C:31]=1[C:39]#[N:40], predict the reaction product. The product is: [Cl:29][C:30]1[CH:35]=[CH:34][C:33]([O:8][C:5]2[CH:6]=[CH:7][C:2]([Cl:1])=[C:3]([CH:9]([CH3:28])[C:10]([OH:15])([C:16]3[CH:17]=[CH:18][C:19]4[O:24][CH2:23][C:22](=[O:25])[N:21]([CH3:26])[C:20]=4[CH:27]=3)[C:11]([F:12])([F:13])[F:14])[CH:4]=2)=[CH:32][C:31]=1[C:39]#[N:40]. (2) Given the reactants [C:1]([Si:5]([CH3:30])([CH3:29])[O:6][C@H:7]1[CH2:15][CH2:14][CH2:13][C@@:12]2([CH3:16])[C@H:8]1[CH2:9][CH2:10][C@@H:11]2[C:17](=[CH2:28])[CH2:18][CH2:19][O:20][Si:21]([C:24]([CH3:27])([CH3:26])[CH3:25])([CH3:23])[CH3:22])([CH3:4])([CH3:3])[CH3:2].[N+](=[CH:33][C:34]([O:36][CH2:37][CH3:38])=[O:35])=[N-], predict the reaction product. The product is: [CH2:37]([O:36][C:34]([CH:33]1[CH2:28][C:17]1([CH2:18][CH2:19][O:20][Si:21]([C:24]([CH3:25])([CH3:27])[CH3:26])([CH3:22])[CH3:23])[C@@H:11]1[C@:12]2([CH3:16])[C@H:8]([C@@H:7]([O:6][Si:5]([C:1]([CH3:4])([CH3:2])[CH3:3])([CH3:29])[CH3:30])[CH2:15][CH2:14][CH2:13]2)[CH2:9][CH2:10]1)=[O:35])[CH3:38].